Predict the reactants needed to synthesize the given product. From a dataset of Full USPTO retrosynthesis dataset with 1.9M reactions from patents (1976-2016). (1) Given the product [C:29]([O:33][C:34]([C:36]1[C:37]([C:42]2[CH:43]=[CH:44][C:45]([CH2:48][N:49]3[C:53]4[CH:54]=[C:55]([C:59]([N:19]=[N+:20]=[N-:21])=[O:60])[CH:56]=[C:57]([CH3:58])[C:52]=4[N:51]=[C:50]3[CH2:62][CH2:63][CH3:64])=[CH:46][CH:47]=2)=[CH:38][CH:39]=[CH:40][CH:41]=1)=[O:35])([CH3:30])([CH3:32])[CH3:31], predict the reactants needed to synthesize it. The reactants are: CCN(C(C)C)C(C)C.C1C=CC(OP(OC2C=CC=CC=2)([N:19]=[N+:20]=[N-:21])=O)=CC=1.[C:29]([O:33][C:34]([C:36]1[CH:41]=[CH:40][CH:39]=[CH:38][C:37]=1[C:42]1[CH:47]=[CH:46][C:45]([CH2:48][N:49]2[C:53]3[CH:54]=[C:55]([C:59](O)=[O:60])[CH:56]=[C:57]([CH3:58])[C:52]=3[N:51]=[C:50]2[CH2:62][CH2:63][CH3:64])=[CH:44][CH:43]=1)=[O:35])([CH3:32])([CH3:31])[CH3:30]. (2) Given the product [Cl:19][C:16]1[CH:17]=[CH:18][C:13]([C@H:11]2[CH2:12][NH:8][CH2:9][C@@H:10]2[C@@H:21]([O:23][C:24]2[CH:31]=[CH:30][C:27]([C:28]#[N:29])=[CH:26][N:25]=2)[CH3:22])=[CH:14][C:15]=1[F:20], predict the reactants needed to synthesize it. The reactants are: C([N:8]1[CH2:12][C@H:11]([C:13]2[CH:18]=[CH:17][C:16]([Cl:19])=[C:15]([F:20])[CH:14]=2)[C@@H:10]([C@@H:21]([O:23][C:24]2[CH:31]=[CH:30][C:27]([C:28]#[N:29])=[CH:26][N:25]=2)[CH3:22])[CH2:9]1)C1C=CC=CC=1.ClC(OC(Cl)C)=O.CCN(C(C)C)C(C)C. (3) Given the product [CH:18]([O:17][C:15]([NH:1][CH:2]([C:6]1[CH:11]=[CH:10][CH:9]=[CH:8][CH:7]=1)[C:3]([OH:5])=[O:4])=[O:16])([CH3:20])[CH3:19], predict the reactants needed to synthesize it. The reactants are: [NH2:1][CH:2]([C:6]1[CH:11]=[CH:10][CH:9]=[CH:8][CH:7]=1)[C:3]([OH:5])=[O:4].[OH-].[Na+].Cl[C:15]([O:17][CH:18]([CH3:20])[CH3:19])=[O:16].Cl. (4) Given the product [F:1][C:2]1[CH:7]=[CH:6][C:5]([CH:8]2[CH2:9][CH2:10][N:11]([C:14]([O:16][C:17]([CH3:20])([CH3:19])[CH3:18])=[O:15])[CH2:12][CH2:13]2)=[C:4]([C:21]([F:24])([F:22])[F:23])[CH:3]=1, predict the reactants needed to synthesize it. The reactants are: [F:1][C:2]1[CH:7]=[CH:6][C:5]([C:8]2[CH2:13][CH2:12][N:11]([C:14]([O:16][C:17]([CH3:20])([CH3:19])[CH3:18])=[O:15])[CH2:10][CH:9]=2)=[C:4]([C:21]([F:24])([F:23])[F:22])[CH:3]=1.N#N. (5) Given the product [C:1]1([CH2:7][S:8]([N:11]2[CH:15]=[CH:14][C:13](/[CH:16]=[CH:17]/[C:18]([NH:51][O:50][CH:45]3[CH2:46][CH2:47][CH2:48][CH2:49][O:44]3)=[O:20])=[CH:12]2)(=[O:9])=[O:10])[CH:2]=[CH:3][CH:4]=[CH:5][CH:6]=1, predict the reactants needed to synthesize it. The reactants are: [C:1]1([CH2:7][S:8]([N:11]2[CH:15]=[CH:14][C:13](/[CH:16]=[CH:17]/[C:18]([OH:20])=O)=[CH:12]2)(=[O:10])=[O:9])[CH:6]=[CH:5][CH:4]=[CH:3][CH:2]=1.O.ON1C2C=CC=CC=2N=N1.Cl.CN(C)CCCN=C=NCC.[O:44]1[CH2:49][CH2:48][CH2:47][CH2:46][CH:45]1[O:50][NH2:51]. (6) Given the product [CH3:25][C:23]1[NH:22][N:21]=[C:20]([NH:19][C:11]2[N:10]=[C:9]([O:7][C:1]3[CH:6]=[CH:5][CH:4]=[CH:3][CH:2]=3)[C:18]3[C:13]([CH:12]=2)=[CH:14][CH:15]=[CH:16][CH:17]=3)[CH:24]=1, predict the reactants needed to synthesize it. The reactants are: [C:1]1([OH:7])[CH:6]=[CH:5][CH:4]=[CH:3][CH:2]=1.Cl[C:9]1[C:18]2[C:13](=[CH:14][CH:15]=[CH:16][CH:17]=2)[CH:12]=[C:11]([NH:19][C:20]2[CH:24]=[C:23]([CH3:25])[NH:22][N:21]=2)[N:10]=1. (7) Given the product [CH:9]1([N:8]2[C:7]3=[N:6][C:5]([OH:15])=[CH:4][CH:3]=[C:2]3[N:1]=[C:16]2[CH3:17])[CH2:14][CH2:13][CH2:12][CH2:11][CH2:10]1, predict the reactants needed to synthesize it. The reactants are: [NH2:1][C:2]1[CH:3]=[CH:4][C:5]([OH:15])=[N:6][C:7]=1[NH:8][CH:9]1[CH2:14][CH2:13][CH2:12][CH2:11][CH2:10]1.[C:16](OC)(OC)(OC)[CH3:17]. (8) Given the product [CH2:39]([O:46][C:47]1[CH:48]=[CH:49][C:50]([CH2:51][C:11]([C:9]([O:8][CH2:1][C:2]2[CH:3]=[CH:4][CH:5]=[CH:6][CH:7]=2)=[O:10])([CH2:19][CH2:20][C@H:21]([NH:29][C:30]([O:32][C:33]([CH3:36])([CH3:35])[CH3:34])=[O:31])[C:22]([O:24][C:25]([CH3:26])([CH3:27])[CH3:28])=[O:23])[C:12]([O:14][C:15]([CH3:18])([CH3:17])[CH3:16])=[O:13])=[CH:53][CH:54]=1)[C:40]1[CH:41]=[CH:42][CH:43]=[CH:44][CH:45]=1, predict the reactants needed to synthesize it. The reactants are: [CH2:1]([O:8][C:9]([CH:11]([CH2:19][CH2:20][C@H:21]([NH:29][C:30]([O:32][C:33]([CH3:36])([CH3:35])[CH3:34])=[O:31])[C:22]([O:24][C:25]([CH3:28])([CH3:27])[CH3:26])=[O:23])[C:12]([O:14][C:15]([CH3:18])([CH3:17])[CH3:16])=[O:13])=[O:10])[C:2]1[CH:7]=[CH:6][CH:5]=[CH:4][CH:3]=1.[H-].[Na+].[CH2:39]([O:46][C:47]1[CH:54]=[CH:53][C:50]([CH2:51]Br)=[CH:49][CH:48]=1)[C:40]1[CH:45]=[CH:44][CH:43]=[CH:42][CH:41]=1. (9) The reactants are: [Cl:1][C:2]1[C:3]2[S:10][CH:9]=[CH:8][C:4]=2[N:5]=[CH:6][N:7]=1.[Br:11][C:12]1[CH:13]=[C:14]([CH:16]=[CH:17][CH:18]=1)[NH2:15]. Given the product [ClH:1].[Br:11][C:12]1[CH:13]=[C:14]([CH:16]=[CH:17][CH:18]=1)[NH:15][C:2]1[C:3]2[S:10][CH:9]=[CH:8][C:4]=2[N:5]=[CH:6][N:7]=1, predict the reactants needed to synthesize it. (10) Given the product [Cl:1][C:2]1[NH:3][C:4]([NH:32][CH2:33][C:34]2[CH:38]=[CH:37][S:36][CH:35]=2)=[C:5]([F:31])[C:6](=[N:8][NH2:9])[N:7]=1, predict the reactants needed to synthesize it. The reactants are: [Cl:1][C:2]1[N:7]=[C:6]([N:8](C(OC(C)(C)C)=O)[N:9](C(OC(C)(C)C)=O)C(OC(C)(C)C)=O)[C:5]([F:31])=[C:4]([NH:32][CH2:33][C:34]2[CH:38]=[CH:37][S:36][CH:35]=2)[N:3]=1.